This data is from Reaction yield outcomes from USPTO patents with 853,638 reactions. The task is: Predict the reaction yield, written as a fraction of the theoretical maximum amount of product (1.0 means a 100% yield; for example, 0.34 means a 34% yield). (1) The yield is 0.0600. No catalyst specified. The reactants are C(O)(=O)C.O=[C:6]1[CH2:11][CH2:10][C:9]([C:12]2[CH:13]=[CH:14][C:15]3[O:20][CH2:19][C:18](=[O:21])[NH:17][C:16]=3[CH:22]=2)=[CH:8][CH2:7]1.[CH3:23][C:24]1[CH:33]=[CH:32][C:31]2[C:26](=[CH:27][CH:28]=[CH:29][C:30]=2[N:34]2[CH2:39][CH2:38][NH:37][CH2:36][CH2:35]2)[N:25]=1.C(O[BH-](OC(=O)C)OC(=O)C)(=O)C.[Na+].[Cl:54]CCCl. The product is [ClH:54].[CH3:23][C:24]1[CH:33]=[CH:32][C:31]2[C:26](=[CH:27][CH:28]=[CH:29][C:30]=2[N:34]2[CH2:39][CH2:38][N:37]([CH:6]3[CH2:11][CH2:10][C:9]([C:12]4[CH:13]=[CH:14][C:15]5[O:20][CH2:19][C:18](=[O:21])[NH:17][C:16]=5[CH:22]=4)=[CH:8][CH2:7]3)[CH2:36][CH2:35]2)[N:25]=1. (2) The reactants are [CH3:1][O:2][C:3](=[O:13])[CH2:4][C:5]1[CH:10]=[CH:9][C:8]([OH:11])=[C:7]([F:12])[CH:6]=1.[CH2:14](Br)[C:15]1[CH:20]=[CH:19][CH:18]=[CH:17][CH:16]=1.C([O-])([O-])=O.[K+].[K+].O. The catalyst is CN(C=O)C. The product is [CH3:1][O:2][C:3](=[O:13])[CH2:4][C:5]1[CH:10]=[CH:9][C:8]([O:11][CH2:14][C:15]2[CH:20]=[CH:19][CH:18]=[CH:17][CH:16]=2)=[C:7]([F:12])[CH:6]=1. The yield is 0.879. (3) The reactants are [O:1]=[S:2]1(=[O:17])[CH2:7][CH2:6][N:5]([C:8]2[CH:9]=[C:10]([CH:14]=[CH:15][CH:16]=2)[C:11]([OH:13])=[O:12])[CH2:4][CH2:3]1.S(=O)(=O)(O)O.[CH3:23]O. No catalyst specified. The product is [O:17]=[S:2]1(=[O:1])[CH2:3][CH2:4][N:5]([C:8]2[CH:9]=[C:10]([CH:14]=[CH:15][CH:16]=2)[C:11]([O:13][CH3:23])=[O:12])[CH2:6][CH2:7]1. The yield is 0.900. (4) The yield is 0.600. The product is [CH2:17]([O:19][P:20]([CH2:2][C:3]1[N:4]=[CH:5][C:6]([NH:9][C:10](=[O:16])[O:11][C:12]([CH3:15])([CH3:14])[CH3:13])=[N:7][CH:8]=1)([O:21][CH2:22][CH3:23])=[O:24])[CH3:18]. The reactants are Br[CH2:2][C:3]1[N:4]=[CH:5][C:6]([NH:9][C:10](=[O:16])[O:11][C:12]([CH3:15])([CH3:14])[CH3:13])=[N:7][CH:8]=1.[CH2:17]([O:19][P:20]([O:24]CC)[O:21][CH2:22][CH3:23])[CH3:18]. No catalyst specified. (5) The reactants are I[C:2]1[CH:7]=[CH:6][C:5]([S:8]([NH:11][C:12]2[S:13][CH:14]=[CH:15][N:16]=2)(=[O:10])=[O:9])=[CH:4][CH:3]=1.[CH3:17][C:18]([CH3:23])([CH3:22])[CH2:19][CH2:20][NH2:21].[C:24](=O)([O-])[O-:25].[Na+].[Na+].O.C(=O)([O-])[O-]. The catalyst is Cl.C(=[Mo](=C=O)(=C=O)(=C=O)(=C=O)=C=O)=O.C([O-])(=O)C.[Pd+2].C([O-])(=O)C. The product is [CH3:17][C:18]([CH3:23])([CH3:22])[CH2:19][CH2:20][NH:21][C:24](=[O:25])[C:2]1[CH:7]=[CH:6][C:5]([S:8]([NH:11][C:12]2[S:13][CH:14]=[CH:15][N:16]=2)(=[O:10])=[O:9])=[CH:4][CH:3]=1. The yield is 0.200.